From a dataset of Catalyst prediction with 721,799 reactions and 888 catalyst types from USPTO. Predict which catalyst facilitates the given reaction. (1) Reactant: [CH2:1]([C:5]1[C:6]([CH3:17])=[N:7][CH:8]=[N:9][C:10]=1[C:11]1[CH:16]=[CH:15][CH:14]=[CH:13][CH:12]=1)[CH2:2][CH2:3][CH3:4].[Br:18]Br. Product: [Br:18][CH2:17][C:6]1[C:5]([CH2:1][CH2:2][CH2:3][CH3:4])=[C:10]([C:11]2[CH:16]=[CH:15][CH:14]=[CH:13][CH:12]=2)[N:9]=[CH:8][N:7]=1. The catalyst class is: 52. (2) Reactant: [C:9](O[C:9]([O:11][C:12]([CH3:15])([CH3:14])[CH3:13])=[O:10])([O:11][C:12]([CH3:15])([CH3:14])[CH3:13])=[O:10].[S:16]1[CH2:20][CH2:19][S:18][CH:17]1[CH2:21][NH2:22]. Product: [C:12]([O:11][C:9]([NH:22][CH2:21][CH:17]1[S:18][CH2:19][CH2:20][S:16]1)=[O:10])([CH3:13])([CH3:14])[CH3:15]. The catalyst class is: 13. (3) The catalyst class is: 58. Reactant: C([O:3][C:4](=O)[CH2:5][N:6]([CH2:16][C:17]1[C:18]([NH2:24])=[N:19][CH:20]=[C:21]([Br:23])[CH:22]=1)[CH2:7][CH2:8][CH2:9][N:10]1[CH2:15][CH2:14][O:13][CH2:12][CH2:11]1)C.[H-].[Na+]. Product: [Br:23][C:21]1[CH:20]=[N:19][C:18]2[NH:24][C:4](=[O:3])[CH2:5][N:6]([CH2:7][CH2:8][CH2:9][N:10]3[CH2:15][CH2:14][O:13][CH2:12][CH2:11]3)[CH2:16][C:17]=2[CH:22]=1. (4) Reactant: [NH2:1][C@@H:2]([C:6]([OH:8])=[O:7])[C@H:3]([CH3:5])[OH:4].C[Si](C#N)(C)C.[CH3:15][O:16][C:17]1[CH:22]=[C:21]([CH3:23])[C:20]([S:24](Cl)(=[O:26])=[O:25])=[C:19]([CH3:28])[C:18]=1[CH3:29].CO. Product: [CH3:15][O:16][C:17]1[CH:22]=[C:21]([CH3:23])[C:20]([S:24]([NH:1][C@H:2]([C@@H:3]([OH:4])[CH3:5])[C:6]([OH:8])=[O:7])(=[O:25])=[O:26])=[C:19]([CH3:28])[C:18]=1[CH3:29]. The catalyst class is: 10. (5) Reactant: [Cl:1][C:2]1[N:3]=[CH:4][C:5]2[CH:10]=[CH:9][NH:8][C:6]=2[N:7]=1.Br[CH2:12][C:13]1[CH:22]=[CH:21][C:20]2[C:15](=[CH:16][CH:17]=[CH:18][CH:19]=2)[CH:14]=1.CCN(C(C)C)C(C)C. The catalyst class is: 10. Product: [Cl:1][C:2]1[N:3]=[CH:4][C:5]2[CH:10]=[CH:9][N:8]([CH2:12][C:13]3[CH:22]=[CH:21][C:20]4[C:15](=[CH:16][CH:17]=[CH:18][CH:19]=4)[CH:14]=3)[C:6]=2[N:7]=1. (6) Reactant: Cl[C:2]1[N:7]=[CH:6][C:5]2[N:8]=[CH:9][N:10]([CH:11]([CH3:13])[CH3:12])[C:4]=2[CH:3]=1.[NH2:14][C:15]1[CH:20]=[CH:19][N:18]=[C:17]([N:21]2[CH2:34][C:23]3([CH2:26][N:25]([C:27]([O:29][C:30]([CH3:33])([CH3:32])[CH3:31])=[O:28])[CH2:24]3)[CH2:22]2)[N:16]=1.C1(P(C2CCCCC2)C2C=CC=CC=2C2C(C(C)C)=CC(C(C)C)=CC=2C(C)C)CCCCC1.C(=O)([O-])[O-].[Cs+].[Cs+]. Product: [CH:11]([N:10]1[C:4]2[CH:3]=[C:2]([NH:14][C:15]3[CH:20]=[CH:19][N:18]=[C:17]([N:21]4[CH2:34][C:23]5([CH2:24][N:25]([C:27]([O:29][C:30]([CH3:32])([CH3:31])[CH3:33])=[O:28])[CH2:26]5)[CH2:22]4)[N:16]=3)[N:7]=[CH:6][C:5]=2[N:8]=[CH:9]1)([CH3:13])[CH3:12]. The catalyst class is: 684. (7) Product: [Br:11][C:12]1[CH:21]=[CH:20][CH:19]=[C:18]2[C:13]=1[N:14]=[C:15]([NH:24][C:25]1[CH:30]=[CH:29][CH:28]=[CH:27][CH:26]=1)[C:16]([CH3:22])=[N:17]2. The catalyst class is: 225. Reactant: [Li+].C[Si]([N-][Si](C)(C)C)(C)C.[Br:11][C:12]1[CH:21]=[CH:20][CH:19]=[C:18]2[C:13]=1[N:14]=[C:15](Cl)[C:16]([CH3:22])=[N:17]2.[NH2:24][C:25]1[CH:30]=[CH:29][CH:28]=[CH:27][CH:26]=1.